Dataset: Catalyst prediction with 721,799 reactions and 888 catalyst types from USPTO. Task: Predict which catalyst facilitates the given reaction. (1) Reactant: Cl[C:2](Cl)([O:4]C(=O)OC(Cl)(Cl)Cl)Cl.[F:13][C:14]1[C:19]([O:20][CH3:21])=[CH:18][C:17]([O:22][CH3:23])=[C:16]([F:24])[C:15]=1[NH:25][CH2:26][C:27]1[C:28]([NH:35][C:36]2[CH:37]=[N:38][CH:39]=[CH:40][CH:41]=2)=[CH:29][C:30]([CH:33]=[CH2:34])=[N:31][CH:32]=1.C(N(CC)C(C)C)(C)C. Product: [F:13][C:14]1[C:19]([O:20][CH3:21])=[CH:18][C:17]([O:22][CH3:23])=[C:16]([F:24])[C:15]=1[N:25]1[CH2:26][C:27]2[CH:32]=[N:31][C:30]([CH:33]=[CH2:34])=[CH:29][C:28]=2[N:35]([C:36]2[CH:37]=[N:38][CH:39]=[CH:40][CH:41]=2)[C:2]1=[O:4]. The catalyst class is: 7. (2) Reactant: [CH3:1][O:2][C:3]1[CH:8]=[CH:7][C:6]([C:9]2[CH:14]=[CH:13][C:12]([C:15]([OH:17])=O)=[CH:11][CH:10]=2)=[CH:5][CH:4]=1.C(P(=O)(OCC)OCC)#N.CN1CCOCC1.[NH2:35][CH2:36][CH2:37][CH2:38][NH:39][C:40]1[C:44]2[CH:45]=[C:46]([S:49]([NH:52][CH2:53][C:54]3[CH:59]=[CH:58][C:57]([O:60][CH3:61])=[CH:56][CH:55]=3)(=[O:51])=[O:50])[CH:47]=[CH:48][C:43]=2[S:42][N:41]=1. Product: [CH3:1][O:2][C:3]1[CH:4]=[CH:5][C:6]([C:9]2[CH:10]=[CH:11][C:12]([C:15]([NH:35][CH2:36][CH2:37][CH2:38][NH:39][C:40]3[C:44]4[CH:45]=[C:46]([S:49](=[O:50])(=[O:51])[NH:52][CH2:53][C:54]5[CH:55]=[CH:56][C:57]([O:60][CH3:61])=[CH:58][CH:59]=5)[CH:47]=[CH:48][C:43]=4[S:42][N:41]=3)=[O:17])=[CH:13][CH:14]=2)=[CH:7][CH:8]=1. The catalyst class is: 473. (3) Reactant: [CH3:1][O:2][C:3]1[C:8]([O:9][CH3:10])=[CH:7][CH:6]=[CH:5][C:4]=1[CH2:11][CH:12]=[CH:13][C:14]([O:16]CC)=[O:15].[OH-].[Na+]. Product: [CH3:1][O:2][C:3]1[C:8]([O:9][CH3:10])=[CH:7][CH:6]=[CH:5][C:4]=1[CH2:11][CH2:12][CH2:13][C:14]([OH:16])=[O:15]. The catalyst class is: 5.